From a dataset of Forward reaction prediction with 1.9M reactions from USPTO patents (1976-2016). Predict the product of the given reaction. (1) Given the reactants [C:1]1([CH2:7][NH:8][C:9]([CH:11]([C:17]([O:19]CC)=O)[C:12]([O:14][CH2:15][CH3:16])=[O:13])=[O:10])[CH:6]=[CH:5][CH:4]=[CH:3][CH:2]=1.[H-].[Na+].[Cl:24][C:25]1[CH:30]=[CH:29][C:28]([N:31]=[C:32]=[O:33])=[CH:27][CH:26]=1.Cl, predict the reaction product. The product is: [Cl:24][C:25]1[CH:30]=[CH:29][C:28]([N:31]2[C:17]([OH:19])=[C:11]([C:12]([O:14][CH2:15][CH3:16])=[O:13])[C:9](=[O:10])[N:8]([CH2:7][C:1]3[CH:2]=[CH:3][CH:4]=[CH:5][CH:6]=3)[C:32]2=[O:33])=[CH:27][CH:26]=1. (2) Given the reactants CN1CCOCC1.[Cl:8][C:9]1[CH:14]=[CH:13][C:12]([C:15]2[N:19]([C:20]3[CH:25]=[CH:24][C:23]([Cl:26])=[CH:22][C:21]=3[Cl:27])[N:18]=[C:17]([C:28](=[NH:31])[NH:29][OH:30])[C:16]=2[CH3:32])=[CH:11][CH:10]=1.[CH:33]1([C:39](O)=[O:40])[CH2:38][CH2:37][CH2:36][CH2:35][CH2:34]1.C1C=CC2N(O)N=NC=2C=1.CCN=C=NCCCN(C)C, predict the reaction product. The product is: [Cl:8][C:9]1[CH:10]=[CH:11][C:12]([C:15]2[N:19]([C:20]3[CH:25]=[CH:24][C:23]([Cl:26])=[CH:22][C:21]=3[Cl:27])[N:18]=[C:17]([C:28](=[NH:31])[NH:29][O:30][C:39]([CH:33]3[CH2:38][CH2:37][CH2:36][CH2:35][CH2:34]3)=[O:40])[C:16]=2[CH3:32])=[CH:13][CH:14]=1. (3) Given the reactants [C:1]1([CH:7]([NH2:9])[CH3:8])[CH:6]=[CH:5][CH:4]=[CH:3][CH:2]=1.[Br:10][C:11]1[CH:16]=[CH:15][N:14]=[C:13](Cl)[CH:12]=1.C(N(C(C)C)C(C)C)C, predict the reaction product. The product is: [Br:10][C:11]1[CH:16]=[CH:15][N:14]=[C:13]([NH:9][CH:7]([C:1]2[CH:6]=[CH:5][CH:4]=[CH:3][CH:2]=2)[CH3:8])[CH:12]=1. (4) Given the reactants [Cl:1][C:2]1[CH:10]=[C:9]([C:11](=[O:13])[CH3:12])[C:8]([C:14]2[CH:19]=[C:18]([F:20])[CH:17]=[C:16]([F:21])[CH:15]=2)=[C:7]2[C:3]=1[CH:4]=[N:5][NH:6]2.[H-].[Na+].[CH3:24]I, predict the reaction product. The product is: [Cl:1][C:2]1[CH:10]=[C:9]([C:11](=[O:13])[CH3:12])[C:8]([C:14]2[CH:19]=[C:18]([F:20])[CH:17]=[C:16]([F:21])[CH:15]=2)=[C:7]2[C:3]=1[CH:4]=[N:5][N:6]2[CH3:24]. (5) The product is: [Cl:1][C:2]1[CH:7]=[CH:6][C:5]([N:8]2[C:12]([S:13][CH3:14])=[C:11]([C:15]([NH:43][N:44]3[CH2:49][CH2:48][CH2:47][CH2:46][CH2:45]3)=[O:17])[N:10]=[C:9]2[C:18]2[CH:23]=[CH:22][C:21]([Cl:24])=[CH:20][C:19]=2[Cl:25])=[CH:4][CH:3]=1. Given the reactants [Cl:1][C:2]1[CH:7]=[CH:6][C:5]([N:8]2[C:12]([S:13][CH3:14])=[C:11]([C:15]([OH:17])=O)[N:10]=[C:9]2[C:18]2[CH:23]=[CH:22][C:21]([Cl:24])=[CH:20][C:19]=2[Cl:25])=[CH:4][CH:3]=1.C(N(CC)C(C)C)(C)C.F[P-](F)(F)(F)(F)F.N1(OC(N(C)C)=[N+](C)C)[C:46]2[CH:47]=[CH:48][CH:49]=C[C:45]=2[N:44]=[N:43]1.NN1CCCCC1, predict the reaction product. (6) Given the reactants [OH:1][C:2]([CH3:21])([CH3:20])[CH2:3][NH:4][C:5]([C:7]1[S:8][CH:9]=[C:10]([C:12]([N:14]2[CH2:18][CH2:17][CH2:16][C@H:15]2[CH3:19])=[O:13])[N:11]=1)=[O:6].Br[C:23]1[CH:28]=[CH:27][C:26]([C:29]([OH:38])([C:34]([F:37])([F:36])[F:35])[C:30]([F:33])([F:32])[F:31])=[CH:25][C:24]=1[CH:39]([F:41])[F:40].C([O-])([O-])=O.[K+].[K+].C(O)(=O)C(C)(C)C, predict the reaction product. The product is: [F:41][CH:39]([F:40])[C:24]1[CH:25]=[C:26]([C:29]([OH:38])([C:30]([F:31])([F:32])[F:33])[C:34]([F:35])([F:36])[F:37])[CH:27]=[CH:28][C:23]=1[C:9]1[S:8][C:7]([C:5]([NH:4][CH2:3][C:2]([OH:1])([CH3:20])[CH3:21])=[O:6])=[N:11][C:10]=1[C:12]([N:14]1[CH2:18][CH2:17][CH2:16][C@H:15]1[CH3:19])=[O:13]. (7) Given the reactants [OH:1][C:2]1[C:3]2[N:4]([C:8]([C:11]3[C:16]([C:17]#[N:18])=[CH:15][N:14]=[C:13]([S:19][CH3:20])[N:12]=3)=[CH:9][N:10]=2)[CH:5]=[CH:6][CH:7]=1.C(=O)([O-])[O-].[K+].[K+].Cl[C:28]([F:33])([F:32])C([O-])=O.[Na+], predict the reaction product. The product is: [F:32][CH:28]([F:33])[O:1][C:2]1[C:3]2[N:4]([C:8]([C:11]3[C:16]([C:17]#[N:18])=[CH:15][N:14]=[C:13]([S:19][CH3:20])[N:12]=3)=[CH:9][N:10]=2)[CH:5]=[CH:6][CH:7]=1. (8) Given the reactants [Br:1][C:2]1[C:3]([F:9])=[N:4][C:5]([CH3:8])=[CH:6][CH:7]=1.[F:10][C:11]([F:15])([F:14])[CH2:12][OH:13], predict the reaction product. The product is: [Br:1][C:2]1[C:3]([F:9])=[N:4][C:5]([CH2:8][O:13][CH2:12][C:11]([F:15])([F:14])[F:10])=[CH:6][CH:7]=1. (9) Given the reactants [CH:1]1([C:4]2[CH:9]=[CH:8][C:7]([NH:10][C:11]3[C:15]4[CH:16]=[N:17][CH:18]=[CH:19][C:14]=4[N:13]([CH3:20])[C:12]=3[C:21]([OH:23])=O)=[C:6]([F:24])[CH:5]=2)[CH2:3][CH2:2]1.[CH:25]([O:27][CH2:28][CH2:29][O:30][NH2:31])=[CH2:26].CN(C(ON1N=NC2C=CC=NC1=2)=[N+](C)C)C.F[P-](F)(F)(F)(F)F.CCN(C(C)C)C(C)C, predict the reaction product. The product is: [CH:25]([O:27][CH2:28][CH2:29][O:30][NH:31][C:21]([C:12]1[N:13]([CH3:20])[C:14]2[CH:19]=[CH:18][N:17]=[CH:16][C:15]=2[C:11]=1[NH:10][C:7]1[CH:8]=[CH:9][C:4]([CH:1]2[CH2:3][CH2:2]2)=[CH:5][C:6]=1[F:24])=[O:23])=[CH2:26].